This data is from Forward reaction prediction with 1.9M reactions from USPTO patents (1976-2016). The task is: Predict the product of the given reaction. (1) Given the reactants [Cl:1][C:2]1[C:7]([Cl:8])=[CH:6][CH:5]=[CH:4][C:3]=1I.C1(P(C2C=CC=CC=2)C2C=CC=CC=2)C=CC=CC=1.[CH2:29]([OH:32])[C:30]#[CH:31].C(N(C(C)C)CC)(C)C, predict the reaction product. The product is: [Cl:1][C:2]1[C:7]([Cl:8])=[CH:6][CH:5]=[CH:4][C:3]=1[C:31]#[C:30][CH2:29][OH:32]. (2) Given the reactants [C:1]([C:3]1[CH:8]=[CH:7][CH:6]=[CH:5][C:4]=1[S:9]([N:12]1[C:16]([C:17]2[C:18]([F:23])=[N:19][CH:20]=[CH:21][CH:22]=2)=[C:15]([F:24])[C:14]([CH2:25][N:26](C)[C:27](=O)OC(C)(C)C)=[CH:13]1)(=[O:11])=[O:10])#[N:2].C(OCC)(=O)C.[ClH:41], predict the reaction product. The product is: [ClH:41].[F:24][C:15]1[C:14]([CH2:25][NH:26][CH3:27])=[CH:13][N:12]([S:9]([C:4]2[CH:5]=[CH:6][CH:7]=[CH:8][C:3]=2[C:1]#[N:2])(=[O:11])=[O:10])[C:16]=1[C:17]1[C:18]([F:23])=[N:19][CH:20]=[CH:21][CH:22]=1. (3) Given the reactants [NH:1]1[C:9]2[C:4](=[CH:5][CH:6]=[C:7](B(O)O)[CH:8]=2)[CH:3]=[CH:2]1.Br[C:14]1[CH:15]=[C:16]([CH:18]=[CH:19][CH:20]=1)[NH2:17].[O-]P([O-])([O-])=O.[K+].[K+].[K+].C1(P(C2CCCCC2)C2CCCCC2)CCCCC1, predict the reaction product. The product is: [NH:1]1[C:9]2[C:4](=[CH:5][CH:6]=[C:7]([C:14]3[CH:15]=[C:16]([NH2:17])[CH:18]=[CH:19][CH:20]=3)[CH:8]=2)[CH:3]=[CH:2]1. (4) Given the reactants [CH:1]([C:3]1[CH:4]=[C:5]([S:20]([NH2:23])(=[O:22])=[O:21])[CH:6]=[C:7]([C:11]2[CH:16]=[CH:15][CH:14]=[C:13]([N+:17]([O-:19])=[O:18])[CH:12]=2)[C:8]=1[O:9][CH3:10])=[O:2].[N:24]1[CH:29]=[CH:28][CH:27]=[C:26]([CH2:30][CH2:31][C:32](Cl)=[O:33])[CH:25]=1, predict the reaction product. The product is: [CH:1]([C:3]1[CH:4]=[C:5]([S:20]([NH:23][C:32](=[O:33])[CH2:31][CH2:30][C:26]2[CH:25]=[N:24][CH:29]=[CH:28][CH:27]=2)(=[O:22])=[O:21])[CH:6]=[C:7]([C:11]2[CH:16]=[CH:15][CH:14]=[C:13]([N+:17]([O-:19])=[O:18])[CH:12]=2)[C:8]=1[O:9][CH3:10])=[O:2].